This data is from Reaction yield outcomes from USPTO patents with 853,638 reactions. The task is: Predict the reaction yield, written as a fraction of the theoretical maximum amount of product (1.0 means a 100% yield; for example, 0.34 means a 34% yield). (1) The reactants are [C:1]([NH:4][CH2:5][CH2:6][CH2:7][S:8]([O:11][CH2:12][C:13]([CH3:18])([CH3:17])[CH2:14][CH:15]=[O:16])(=[O:10])=[O:9])(=[O:3])[CH3:2].CO.IN1[C:26](=[O:27])CCC1=O.C(=O)([O-])[O-].[K+].[K+]. The catalyst is C(#N)C.O. The product is [C:1]([NH:4][CH2:5][CH2:6][CH2:7][S:8]([O:11][CH2:12][C:13]([CH3:18])([CH3:17])[CH2:14][C:15]([O:27][CH3:26])=[O:16])(=[O:10])=[O:9])(=[O:3])[CH3:2]. The yield is 0.120. (2) The reactants are Br[CH2:2][C:3]1[CH:8]=[CH:7][C:6]([O:9][CH3:10])=[CH:5][CH:4]=1.[SH:11][C:12]1[CH:19]=[CH:18][C:15]([C:16]#[N:17])=[CH:14][CH:13]=1.C(=O)([O-])[O-].[Cs+].[Cs+].O. The catalyst is CN(C)C=O. The product is [CH3:10][O:9][C:6]1[CH:7]=[CH:8][C:3]([CH2:2][S:11][C:12]2[CH:19]=[CH:18][C:15]([C:16]#[N:17])=[CH:14][CH:13]=2)=[CH:4][CH:5]=1. The yield is 1.00. (3) The reactants are [C:1]1([CH3:11])[CH:6]=[CH:5][C:4]([S:7]([NH2:10])(=[O:9])=[O:8])=[CH:3][CH:2]=1.[H-].[Na+].Br[CH2:15][C:16]1[C:21]([CH2:22]Br)=[C:20]([F:24])[CH:19]=[CH:18][C:17]=1[F:25]. The catalyst is CN(C)C=O. The product is [F:24][C:20]1[CH:19]=[CH:18][C:17]([F:25])=[C:16]2[C:21]=1[CH2:22][N:10]([S:7]([C:4]1[CH:3]=[CH:2][C:1]([CH3:11])=[CH:6][CH:5]=1)(=[O:8])=[O:9])[CH2:15]2. The yield is 0.560.